Dataset: Peptide-MHC class II binding affinity with 134,281 pairs from IEDB. Task: Regression. Given a peptide amino acid sequence and an MHC pseudo amino acid sequence, predict their binding affinity value. This is MHC class II binding data. The peptide sequence is GLTSTRMFLKVRESNTTE. The MHC is DRB1_1101 with pseudo-sequence DRB1_1101. The binding affinity (normalized) is 0.284.